Regression. Given two drug SMILES strings and cell line genomic features, predict the synergy score measuring deviation from expected non-interaction effect. From a dataset of NCI-60 drug combinations with 297,098 pairs across 59 cell lines. (1) Drug 1: C1CC(=O)NC(=O)C1N2CC3=C(C2=O)C=CC=C3N. Drug 2: CCC1(CC2CC(C3=C(CCN(C2)C1)C4=CC=CC=C4N3)(C5=C(C=C6C(=C5)C78CCN9C7C(C=CC9)(C(C(C8N6C)(C(=O)OC)O)OC(=O)C)CC)OC)C(=O)OC)O.OS(=O)(=O)O. Cell line: MALME-3M. Synergy scores: CSS=28.8, Synergy_ZIP=-8.65, Synergy_Bliss=0.764, Synergy_Loewe=-34.1, Synergy_HSA=0.641. (2) Drug 1: CCN(CC)CCNC(=O)C1=C(NC(=C1C)C=C2C3=C(C=CC(=C3)F)NC2=O)C. Drug 2: C(CC(=O)O)C(=O)CN.Cl. Cell line: SNB-19. Synergy scores: CSS=12.9, Synergy_ZIP=-2.64, Synergy_Bliss=-0.639, Synergy_Loewe=-2.55, Synergy_HSA=-2.51. (3) Drug 1: C1CN1C2=NC(=NC(=N2)N3CC3)N4CC4. Drug 2: C1=CC(=C2C(=C1NCCNCCO)C(=O)C3=C(C=CC(=C3C2=O)O)O)NCCNCCO. Cell line: UACC62. Synergy scores: CSS=49.9, Synergy_ZIP=-10.9, Synergy_Bliss=-9.98, Synergy_Loewe=0.00485, Synergy_HSA=2.15. (4) Drug 1: CCN(CC)CCNC(=O)C1=C(NC(=C1C)C=C2C3=C(C=CC(=C3)F)NC2=O)C. Drug 2: CN(CCCl)CCCl.Cl. Cell line: SK-MEL-5. Synergy scores: CSS=20.4, Synergy_ZIP=-5.48, Synergy_Bliss=-1.47, Synergy_Loewe=-1.98, Synergy_HSA=-2.44.